From a dataset of Full USPTO retrosynthesis dataset with 1.9M reactions from patents (1976-2016). Predict the reactants needed to synthesize the given product. (1) Given the product [NH2:48][CH:45]1[CH2:44][CH2:43][N:42]([CH2:41][C:39]2[CH:38]=[N:37][N:36]([CH2:35][C@@H:27]3[C@H:26]([NH:25][C:23](=[O:24])/[C:22](=[N:21]\[O:20][C:17]4([C:15]([OH:16])=[O:14])[CH2:18][CH2:19]4)/[C:56]4[N:57]=[C:58]([NH2:61])[S:59][CH:60]=4)[C:29](=[O:30])[N:28]3[S:31]([OH:34])(=[O:32])=[O:33])[N:40]=2)[CH2:47][CH2:46]1, predict the reactants needed to synthesize it. The reactants are: C([O:14][C:15]([C:17]1([O:20]/[N:21]=[C:22](/[C:56]2[N:57]=[C:58]([NH:61]C(OC(C)(C)C)=O)[S:59][CH:60]=2)\[C:23]([NH:25][C@@H:26]2[C:29](=[O:30])[N:28]([S:31]([OH:34])(=[O:33])=[O:32])[C@@H:27]2[CH2:35][N:36]2[N:40]=[C:39]([CH2:41][N:42]3[CH2:47][CH2:46][CH:45]([NH:48]C(OC(C)(C)C)=O)[CH2:44][CH2:43]3)[CH:38]=[N:37]2)=[O:24])[CH2:19][CH2:18]1)=[O:16])(C1C=CC=CC=1)C1C=CC=CC=1.C1(OC)C=CC=CC=1.C(O)(C(F)(F)F)=O. (2) Given the product [F:1][C:2]1[CH:7]=[CH:6][CH:5]=[C:4]([F:8])[C:3]=1[N:9]1[C:14]2[N:15]=[C:16]([NH:32][CH:33]3[CH2:37][CH2:36][CH2:35][CH:34]3[C:38]([NH2:40])=[O:39])[N:17]=[C:18]([C:19]3[CH:24]=[CH:23][C:22]([F:25])=[CH:21][C:20]=3[CH3:26])[C:13]=2[CH:12]=[CH:11][C:10]1=[O:31], predict the reactants needed to synthesize it. The reactants are: [F:1][C:2]1[CH:7]=[CH:6][CH:5]=[C:4]([F:8])[C:3]=1[N:9]1[C:14]2[N:15]=[C:16](S(C)(=O)=O)[N:17]=[C:18]([C:19]3[CH:24]=[CH:23][C:22]([F:25])=[CH:21][C:20]=3[CH3:26])[C:13]=2[CH:12]=[CH:11][C:10]1=[O:31].[NH2:32][C@H:33]1[CH2:37][CH2:36][CH2:35][C@H:34]1[C:38]([NH2:40])=[O:39].